From a dataset of Reaction yield outcomes from USPTO patents with 853,638 reactions. Predict the reaction yield, written as a fraction of the theoretical maximum amount of product (1.0 means a 100% yield; for example, 0.34 means a 34% yield). (1) The reactants are [Cl:1][CH2:2][CH2:3][CH2:4][C:5]([C:7]1[CH:12]=[CH:11][C:10]([CH:13]([CH3:15])[CH3:14])=[CH:9][CH:8]=1)=[O:6].[Br:16]N1C(=O)CCC1=O. The catalyst is C(Cl)(Cl)(Cl)Cl.CC(N=NC(C#N)(C)C)(C#N)C. The product is [Br:16][C:13]([C:10]1[CH:9]=[CH:8][C:7]([C:5](=[O:6])[CH2:4][CH2:3][CH2:2][Cl:1])=[CH:12][CH:11]=1)([CH3:15])[CH3:14]. The yield is 1.00. (2) The yield is 0.400. The product is [CH:1]1([C:7]2[CH:12]=[CH:11][C:10]([C:13]3[NH:17][CH:16]=[C:15]([CH2:18][OH:19])[CH:14]=3)=[CH:9][CH:8]=2)[CH2:2][CH2:3][CH2:4][CH2:5][CH2:6]1. The catalyst is O1CCCC1.C1(C)C=CC=CC=1.C(OCC)(=O)C. The reactants are [CH:1]1([C:7]2[CH:12]=[CH:11][C:10]([C:13]3[NH:17][CH:16]=[C:15]([C:18](OC)=[O:19])[CH:14]=3)=[CH:9][CH:8]=2)[CH2:6][CH2:5][CH2:4][CH2:3][CH2:2]1.[H-].C([Al+]CC(C)C)C(C)C.Cl.